This data is from Reaction yield outcomes from USPTO patents with 853,638 reactions. The task is: Predict the reaction yield, written as a fraction of the theoretical maximum amount of product (1.0 means a 100% yield; for example, 0.34 means a 34% yield). (1) The reactants are [CH2:1]([O:8][C:9]([NH:11][C@@H:12]([CH3:29])[CH2:13][N:14]1[C:22]2[C:17](=[CH:18][CH:19]=[C:20]3[O:25][C:24]([C:26](O)=[O:27])=[CH:23][C:21]3=2)[CH:16]=[N:15]1)=[O:10])[C:2]1[CH:7]=[CH:6][CH:5]=[CH:4][CH:3]=1.O.O[N:32]1C2C=CC=CC=2N=N1.Cl.CN(C)CCCN=C=NCC.N.O1CCOCC1.[Cl-].[NH4+]. The catalyst is CN(C=O)C. The product is [CH2:1]([O:8][C:9](=[O:10])[NH:11][C@@H:12]([CH3:29])[CH2:13][N:14]1[C:22]2[C:17](=[CH:18][CH:19]=[C:20]3[O:25][C:24]([C:26](=[O:27])[NH2:32])=[CH:23][C:21]3=2)[CH:16]=[N:15]1)[C:2]1[CH:3]=[CH:4][CH:5]=[CH:6][CH:7]=1. The yield is 0.830. (2) The reactants are [N+:1]([C:4]1[C:13]2[C:8](=[CH:9][CH:10]=[CH:11][CH:12]=2)[C:7]([O:14][CH:15]([C:17]2[CH:22]=[CH:21][N:20]=[C:19]([NH2:23])[CH:18]=2)[CH3:16])=[CH:6][CH:5]=1)([O-])=O.[H][H]. The catalyst is CO.CC(O)=O.[Pt]. The product is [NH2:1][C:4]1[C:13]2[C:8](=[CH:9][CH:10]=[CH:11][CH:12]=2)[C:7]([O:14][CH:15]([C:17]2[CH:22]=[CH:21][N:20]=[C:19]([NH2:23])[CH:18]=2)[CH3:16])=[CH:6][CH:5]=1. The yield is 0.990. (3) The product is [OH:14][CH:11]([C:9]1[N:10]=[C:6]([CH3:5])[S:7][CH:8]=1)[C:12]([O:3][CH3:1])=[O:20]. No catalyst specified. The yield is 0.900. The reactants are [C:1](Cl)(=[O:3])C.[CH3:5][C:6]1[S:7][CH:8]=[C:9]([CH:11]([O:14][Si](C)(C)C)[C:12]#N)[N:10]=1.C[OH:20]. (4) The reactants are C(O)(=O)C.[F:5][C:6]1[CH:11]=[CH:10][N:9]=[C:8]([O:12][CH2:13][C:14]2[CH:19]=[CH:18][C:17](/[CH:20]=[CH:21]/[N+:22]([O-:24])=[O:23])=[CH:16][CH:15]=2)[CH:7]=1.[BH4-].[Na+]. The catalyst is CS(C)=O. The product is [F:5][C:6]1[CH:11]=[CH:10][N:9]=[C:8]([O:12][CH2:13][C:14]2[CH:15]=[CH:16][C:17]([CH2:20][CH2:21][N+:22]([O-:24])=[O:23])=[CH:18][CH:19]=2)[CH:7]=1. The yield is 0.550. (5) The reactants are C([Si](C)(C)[O:6][CH2:7][C:8]([C:11]1[CH:16]=[CH:15][C:14]([NH:17][C:18]([C:20]2[N:21](COCC[Si](C)(C)C)[CH:22]=[C:23]([C:25]#[N:26])[N:24]=2)=[O:19])=[C:13]([C:35]2[CH2:40][CH2:39][C:38]([CH3:42])([CH3:41])[CH2:37][CH:36]=2)[CH:12]=1)([CH3:10])[CH3:9])(C)(C)C.O.[F-].C([N+](CCCC)(CCCC)CCCC)CCC.CCOC(C)=O. The catalyst is C1COCC1. The product is [CH3:41][C:38]1([CH3:42])[CH2:39][CH2:40][C:35]([C:13]2[CH:12]=[C:11]([C:8]([CH3:9])([CH3:10])[CH2:7][OH:6])[CH:16]=[CH:15][C:14]=2[NH:17][C:18]([C:20]2[NH:21][CH:22]=[C:23]([C:25]#[N:26])[N:24]=2)=[O:19])=[CH:36][CH2:37]1. The yield is 0.920. (6) The reactants are C(=O)([O-])[O-].[K+].[K+].C([O:10][C:11]1[C:20]([CH3:21])=[C:19]2[C:14]([C:15](=[O:30])[C:16]([CH3:29])=[C:17]([C@H:22]3[CH2:26][CH2:25][CH2:24][N:23]3[CH2:27][CH3:28])[O:18]2)=[CH:13][CH:12]=1)(=O)C.Cl. The catalyst is CO. The product is [CH2:27]([N:23]1[CH2:24][CH2:25][CH2:26][C@@H:22]1[C:17]1[O:18][C:19]2[C:14]([C:15](=[O:30])[C:16]=1[CH3:29])=[CH:13][CH:12]=[C:11]([OH:10])[C:20]=2[CH3:21])[CH3:28]. The yield is 0.790.